From a dataset of Full USPTO retrosynthesis dataset with 1.9M reactions from patents (1976-2016). Predict the reactants needed to synthesize the given product. (1) Given the product [C:30]1([C:40]([C:2]2[N:3]=[CH:4][N:5]([C:7]([C:8]3[CH:13]=[CH:12][CH:11]=[CH:10][CH:9]=3)([C:20]3[CH:21]=[CH:22][CH:23]=[CH:24][CH:25]=3)[C:14]3[CH:19]=[CH:18][CH:17]=[CH:16][CH:15]=3)[CH:6]=2)([OH:42])[CH3:41])[C:39]2[C:34](=[CH:35][CH:36]=[CH:37][CH:38]=2)[CH:33]=[CH:32][N:31]=1, predict the reactants needed to synthesize it. The reactants are: I[C:2]1[N:3]=[CH:4][N:5]([C:7]([C:20]2[CH:25]=[CH:24][CH:23]=[CH:22][CH:21]=2)([C:14]2[CH:19]=[CH:18][CH:17]=[CH:16][CH:15]=2)[C:8]2[CH:13]=[CH:12][CH:11]=[CH:10][CH:9]=2)[CH:6]=1.C([Mg]Br)C.[C:30]1([C:40](=[O:42])[CH3:41])[C:39]2[C:34](=[CH:35][CH:36]=[CH:37][CH:38]=2)[CH:33]=[CH:32][N:31]=1. (2) Given the product [CH2:1]([O:3][C:4](=[O:22])[CH2:5][N:6]([CH2:7][CH2:8][NH:9][S:10]([C:13]1[S:14][C:15]2[CH:21]=[CH:20][CH:19]=[CH:18][C:16]=2[N:17]=1)(=[O:12])=[O:11])[C:50](=[O:51])[CH2:49][N:46]1[CH:45]=[N:44][C:43]2[C:42](=[O:53])[NH:41][C:40]([NH:39][C:37]([O:36][CH:23]([C:30]3[CH:35]=[CH:34][CH:33]=[CH:32][CH:31]=3)[C:24]3[CH:29]=[CH:28][CH:27]=[CH:26][CH:25]=3)=[O:38])=[N:48][C:47]1=2)[CH3:2], predict the reactants needed to synthesize it. The reactants are: [CH2:1]([O:3][C:4](=[O:22])[CH2:5][NH:6][CH2:7][CH2:8][NH:9][S:10]([C:13]1[S:14][C:15]2[CH:21]=[CH:20][CH:19]=[CH:18][C:16]=2[N:17]=1)(=[O:12])=[O:11])[CH3:2].[CH:23]([O:36][C:37]([NH:39][C:40]1[NH:41][C:42](=[O:53])[C:43]2[N:44]=[CH:45][N:46]([CH2:49][C:50](O)=[O:51])[C:47]=2[N:48]=1)=[O:38])([C:30]1[CH:35]=[CH:34][CH:33]=[CH:32][CH:31]=1)[C:24]1[CH:29]=[CH:28][CH:27]=[CH:26][CH:25]=1. (3) Given the product [F:37][C:31]1[CH:32]=[C:33]([F:36])[CH:34]=[CH:35][C:30]=1[C:28]1[CH:29]=[C:24]([N:21]2[C:18]3=[N:19][CH:20]=[C:15]([C:12]4[CH:11]=[CH:10][C:9](=[O:8])[NH:14][CH:13]=4)[CH:16]=[C:17]3[N:23]=[CH:22]2)[CH:25]=[C:26]([NH:38][S:39]([CH2:42][CH3:43])(=[O:41])=[O:40])[CH:27]=1, predict the reactants needed to synthesize it. The reactants are: C([O:8][C:9]1[N:14]=[CH:13][C:12]([C:15]2[CH:16]=[C:17]3[N:23]=[CH:22][N:21]([C:24]4[CH:25]=[C:26]([NH:38][S:39]([CH2:42][CH3:43])(=[O:41])=[O:40])[CH:27]=[C:28]([C:30]5[CH:35]=[CH:34][C:33]([F:36])=[CH:32][C:31]=5[F:37])[CH:29]=4)[C:18]3=[N:19][CH:20]=2)=[CH:11][CH:10]=1)C1C=CC=CC=1. (4) Given the product [CH3:1][O:2][C:3]1[CH:4]=[C:5]2[C:10](=[CH:11][CH:12]=1)[C:9](=[O:13])[CH:8]([C:24]([F:39])([F:38])[F:23])[CH2:7][CH2:6]2, predict the reactants needed to synthesize it. The reactants are: [CH3:1][O:2][C:3]1[CH:4]=[C:5]2[C:10](=[CH:11][CH:12]=1)[C:9]([O:13][Si](C)(C)C)=[CH:8][CH2:7][CH2:6]2.F[B-](F)(F)F.[F:23][C:24]([F:39])([F:38])[S+]1C2C=CC=CC=2C2C=CC=CC1=2. (5) The reactants are: [OH:1][C:2]1[CH:7]=[CH:6][C:5]([C:8](=[O:10])[CH3:9])=[CH:4][CH:3]=1.[H-].[Na+].CS(O[CH2:18][CH:19]1[CH:24]2[CH2:25][C:26]([CH3:29])([CH3:28])[O:27][C:23]2=[C:22]([CH3:30])[C:21]([CH3:31])=[C:20]1[N+:32]([O-:34])=[O:33])(=O)=O. Given the product [N+:32]([C:20]1[CH:19]([CH2:18][O:1][C:2]2[CH:7]=[CH:6][C:5]([C:8](=[O:10])[CH3:9])=[CH:4][CH:3]=2)[CH:24]2[CH2:25][C:26]([CH3:28])([CH3:29])[O:27][C:23]2=[C:22]([CH3:30])[C:21]=1[CH3:31])([O-:34])=[O:33], predict the reactants needed to synthesize it. (6) Given the product [NH2:28][C@@H:17]1[CH2:16][CH2:15][C@@H:14]([C:8]2[CH:9]=[CH:10][CH:11]=[C:12]([F:13])[C:7]=2[F:6])[CH2:20][N:19]([C:21]2[CH:22]=[CH:23][N:24]=[CH:25][CH:26]=2)[C:18]1=[O:27], predict the reactants needed to synthesize it. The reactants are: FCC(O)=O.[F:6][C:7]1[C:12]([F:13])=[CH:11][CH:10]=[CH:9][C:8]=1[C@H:14]1[CH2:20][N:19]([C:21]2[CH:26]=[CH:25][N:24]=[CH:23][CH:22]=2)[C:18](=[O:27])[C@H:17]([NH:28]C(=O)OC(C)(C)C)[CH2:16][CH2:15]1. (7) Given the product [N:1]([C:2]1[CH:7]=[CH:6][C:5]([C:8]2[N:12]=[C:11]([C:13]3[S:14][CH:15]=[CH:16][C:17]=3[Cl:18])[O:10][N:9]=2)=[CH:4][CH:3]=1)=[N+:23]=[N-:24], predict the reactants needed to synthesize it. The reactants are: [NH2:1][C:2]1[CH:7]=[CH:6][C:5]([C:8]2[N:12]=[C:11]([C:13]3[S:14][CH:15]=[CH:16][C:17]=3[Cl:18])[O:10][N:9]=2)=[CH:4][CH:3]=1.N([O-])=O.[Na+].[N-:23]=[N+:24]=[N-].[Na+].